Predict the reactants needed to synthesize the given product. From a dataset of Full USPTO retrosynthesis dataset with 1.9M reactions from patents (1976-2016). The reactants are: BrC1N(C(C)C)C2C(C3C=CC(Cl)=CC=3)N(C3C=CC([F:20])=C(Cl)C=3)C(=O)C=2C=1.[Cl:29][C:30]1[CH:31]=[CH:32][C:33](C)=[C:34]([N:36]2[C:43](=[O:44])[C:42]3[CH:41]=[C:40]([C:45]4[C:46]([O:53][CH3:54])=NC(OC)=N[CH:50]=4)[N:39]([CH:55]([CH3:57])[CH3:56])[C:38]=3[C@H:37]2[C:58]2[CH:63]=[CH:62][C:61]([Cl:64])=[CH:60][CH:59]=2)[CH:35]=1.Br[C:67]1N(C(C)C)C2[CH:75](C3C=CC(Cl)=CC=3)[N:76](C3C=C(Cl)C=CC=3C)[C:77](=[O:78])[C:69]=2[CH:68]=1.C(C1C=CC(OC)=C(B(O)O)C=1)#N. Given the product [Cl:29][C:30]1[CH:35]=[C:34]([N:36]2[C:43](=[O:44])[C:42]3[CH:41]=[C:40]([C:45]4[CH:50]=[C:69]([CH:68]=[CH:67][C:46]=4[O:53][CH3:54])[C:77]([NH:76][CH3:75])=[O:78])[N:39]([CH:55]([CH3:57])[CH3:56])[C:38]=3[CH:37]2[C:58]2[CH:59]=[CH:60][C:61]([Cl:64])=[CH:62][CH:63]=2)[CH:33]=[CH:32][C:31]=1[F:20], predict the reactants needed to synthesize it.